This data is from Catalyst prediction with 721,799 reactions and 888 catalyst types from USPTO. The task is: Predict which catalyst facilitates the given reaction. (1) Reactant: [C:1]([O:5][C:6](=[O:21])[CH2:7][N:8]1[C:16]2[C:11](=[CH:12][C:13]([OH:17])=[CH:14][CH:15]=2)[C:10]([C:18](=[O:20])[CH3:19])=[CH:9]1)([CH3:4])([CH3:3])[CH3:2].[C:22]([O-])([O-])=O.[K+].[K+].IC. Product: [C:1]([O:5][C:6](=[O:21])[CH2:7][N:8]1[C:16]2[C:11](=[CH:12][C:13]([O:17][CH3:22])=[CH:14][CH:15]=2)[C:10]([C:18](=[O:20])[CH3:19])=[CH:9]1)([CH3:4])([CH3:2])[CH3:3]. The catalyst class is: 23. (2) Reactant: [Cl:1][C:2]1[CH:12]=[C:11]([C:13]2[N:18]=[C:17]3[N:19]([CH2:22][C:23]4[CH:24]=[C:25]5[C:30](=[CH:31][CH:32]=4)[N:29]=[CH:28][CH:27]=[CH:26]5)[N:20]=[N:21][C:16]3=[CH:15][CH:14]=2)[CH:10]=[CH:9][C:3]=1[C:4]([NH:6]CC)=[O:5].ClC1C=CC=C(C(OO)=[O:41])C=1. The catalyst class is: 46. Product: [C:4]([C:3]1[CH:9]=[CH:10][C:11]([C:13]2[N:18]=[C:17]3[N:19]([CH2:22][C:23]4[CH:24]=[C:25]5[C:30](=[CH:31][CH:32]=4)[N+:29]([O-:41])=[CH:28][CH:27]=[CH:26]5)[N:20]=[N:21][C:16]3=[CH:15][CH:14]=2)=[CH:12][C:2]=1[Cl:1])(=[O:5])[NH2:6]. (3) Reactant: [CH3:1][C:2]1[C:7]([N+:8]([O-])=O)=[CH:6][C:5]([C:11]([F:14])([F:13])[F:12])=[CH:4][N:3]=1. Product: [CH3:1][C:2]1[C:7]([NH2:8])=[CH:6][C:5]([C:11]([F:13])([F:12])[F:14])=[CH:4][N:3]=1. The catalyst class is: 50. (4) Reactant: [CH3:1][C:2]1[CH:11]=[C:10]([CH3:12])[C:9]([C:13]2[N:17]([CH2:18][O:19][CH2:20][CH2:21][Si:22]([CH3:25])([CH3:24])[CH3:23])[N:16]=[CH:15][C:14]=2[CH3:26])=[CH:8][C:3]=1[C:4]([O:6][CH3:7])=[O:5].C1C(=O)N([Cl:34])C(=O)C1. Product: [Cl:34][C:15]1[C:14]([CH3:26])=[C:13]([C:9]2[C:10]([CH3:12])=[CH:11][C:2]([CH3:1])=[C:3]([CH:8]=2)[C:4]([O:6][CH3:7])=[O:5])[N:17]([CH2:18][O:19][CH2:20][CH2:21][Si:22]([CH3:25])([CH3:23])[CH3:24])[N:16]=1. The catalyst class is: 10.